Dataset: Full USPTO retrosynthesis dataset with 1.9M reactions from patents (1976-2016). Task: Predict the reactants needed to synthesize the given product. (1) Given the product [C:1]([C:5]1[CH:10]=[CH:9][C:8]([NH:11][C:17](=[O:18])[CH2:16][Cl:15])=[C:7]([N+:12]([O-:14])=[O:13])[CH:6]=1)([CH3:4])([CH3:2])[CH3:3], predict the reactants needed to synthesize it. The reactants are: [C:1]([C:5]1[CH:10]=[CH:9][C:8]([NH2:11])=[C:7]([N+:12]([O-:14])=[O:13])[CH:6]=1)([CH3:4])([CH3:3])[CH3:2].[Cl:15][CH2:16][C:17](Cl)=[O:18].C(N(CC)CC)C. (2) Given the product [CH3:3][O:4][CH2:19][CH2:17][O:16][CH2:15][CH2:14][O:13][CH2:12][CH2:11][O:10][CH3:9], predict the reactants needed to synthesize it. The reactants are: C([C:3](C)=[O:4])C.CCC[CH2:9][O:10][CH2:11][CH2:12][O:13][CH2:14][CH2:15][O:16][C:17]([CH3:19])=O. (3) The reactants are: [C:1]1([S:7]([C:10]2[CH:18]=[CH:17][C:16]3[N:15]([CH2:19][CH2:20][O:21][Si](C(C)(C)C)(C)C)[C:14]4[CH2:29][CH:30]5[NH:34][CH:33]([C:13]=4[C:12]=3[C:11]=2C(OC(C)(C)C)=O)[CH2:32][CH2:31]5)(=[O:9])=[O:8])[CH:6]=[CH:5][CH:4]=[CH:3][CH:2]=1.FC(F)(F)C(O)=O.C(=O)(O)[O-].[Na+]. Given the product [C:1]1([S:7]([C:10]2[CH:11]=[C:12]3[C:16](=[CH:17][CH:18]=2)[N:15]([CH2:19][CH2:20][OH:21])[C:14]2[CH2:29][CH:30]4[NH:34][CH:33]([C:13]3=2)[CH2:32][CH2:31]4)(=[O:9])=[O:8])[CH:2]=[CH:3][CH:4]=[CH:5][CH:6]=1, predict the reactants needed to synthesize it. (4) Given the product [Br:11][C:12]1[CH:13]=[C:14]([C:20]2[NH:21][C:22]3[CH2:28][CH2:27][CH2:26][CH2:25][C:23]=3[N:24]=2)[C:15]([O:18][CH3:19])=[N:16][CH:17]=1, predict the reactants needed to synthesize it. The reactants are: C(Cl)(=O)C(Cl)=O.CS(C)=O.[Br:11][C:12]1[CH:13]=[C:14]([C:20]2[NH:24][C@@H:23]3[CH2:25][CH2:26][CH2:27][CH2:28][C@H:22]3[N:21]=2)[C:15]([O:18][CH3:19])=[N:16][CH:17]=1.C(N(CC)CC)C.